Dataset: Full USPTO retrosynthesis dataset with 1.9M reactions from patents (1976-2016). Task: Predict the reactants needed to synthesize the given product. (1) Given the product [CH3:37][O:36][C:10]1[CH:11]=[C:12]([CH:34]=[CH:35][C:9]=1[NH:8][S:4]([CH2:1][CH2:2][CH3:3])(=[O:6])=[O:5])[C:13]([C:15]1[N:19]2[CH:20]=[CH:21][CH:22]=[CH:23][C:18]2=[C:17]([C:24]2[CH:25]=[C:26]([CH:31]=[CH:32][CH:33]=2)[C:27]([O:29][CH3:30])=[O:28])[N:16]=1)=[O:14], predict the reactants needed to synthesize it. The reactants are: [CH2:1]([S:4](Cl)(=[O:6])=[O:5])[CH2:2][CH3:3].[NH2:8][C:9]1[CH:35]=[CH:34][C:12]([C:13]([C:15]2[N:19]3[CH:20]=[CH:21][CH:22]=[CH:23][C:18]3=[C:17]([C:24]3[CH:25]=[C:26]([CH:31]=[CH:32][CH:33]=3)[C:27]([O:29][CH3:30])=[O:28])[N:16]=2)=[O:14])=[CH:11][C:10]=1[O:36][CH3:37]. (2) The reactants are: [OH:1][C:2]1[CH:7]=[CH:6][C:5]([C:8]2[O:12][N:11]=[C:10]3[C:13]4[C:18]([CH:19]=[CH:20][C:9]=23)=[CH:17][C:16]([OH:21])=[CH:15][CH:14]=4)=[CH:4][CH:3]=1.[C:22](Cl)(=[O:26])[CH2:23][CH2:24][CH3:25].N1C=[CH:32][CH:31]=[CH:30][CH:29]=1.C([O-])(O)=[O:35].[Na+]. Given the product [C:22]([O:21][C:16]1[CH:17]=[C:18]2[C:13](=[CH:14][CH:15]=1)[C:10]1=[N:11][O:12][C:8]([C:5]3[CH:4]=[CH:3][C:2]([O:1][C:29](=[O:35])[CH2:30][CH2:31][CH3:32])=[CH:7][CH:6]=3)=[C:9]1[CH:20]=[CH:19]2)(=[O:26])[CH2:23][CH2:24][CH3:25], predict the reactants needed to synthesize it. (3) The reactants are: CCCC1N(CC2C=CC(C3C(C4N=NNN=4)=CC=CC=3)=CC=2)C(C(O)=O)=C(C(O)(C)C)N=1.[CH3:34][CH2:35][CH2:36][C:37]1[N:41]([CH2:42][C:43]2[CH:48]=[CH:47][C:46]([C:49]3[C:54]([C:55]4[N:59](C(C5C=CC=CC=5)(C5C=CC=CC=5)C5C=CC=CC=5)[N:58]=[N:57][N:56]=4)=[CH:53][CH:52]=[CH:51][CH:50]=3)=[CH:45][CH:44]=2)[C:40]([C:79]([O:81][CH2:82][C:83]2[O:88][C:86](=[O:87])[O:85][C:84]=2[CH3:89])=[O:80])=[C:39]([C:90]([OH:93])([CH3:92])[CH3:91])[N:38]=1. Given the product [CH3:34][CH2:35][CH2:36][C:37]1[N:41]([CH2:42][C:43]2[CH:44]=[CH:45][C:46]([C:49]3[CH:50]=[CH:51][CH:52]=[CH:53][C:54]=3[C:55]3[NH:59][N:58]=[N:57][N:56]=3)=[CH:47][CH:48]=2)[C:40]([C:79]([O:81][CH2:82][C:83]2[O:88][C:86](=[O:87])[O:85][C:84]=2[CH3:89])=[O:80])=[C:39]([C:90]([OH:93])([CH3:92])[CH3:91])[N:38]=1, predict the reactants needed to synthesize it. (4) Given the product [CH:12]1([NH:15][C:16]([C:18]2[CH:19]=[C:20]([F:39])[C:21]([CH3:38])=[C:22]([C:24]3[N+:29]([O-:9])=[CH:28][C:27]([C:30]([NH:32][CH:33]([CH2:34][CH3:35])[CH2:36][CH3:37])=[O:31])=[CH:26][CH:25]=3)[CH:23]=2)=[O:17])[CH2:14][CH2:13]1, predict the reactants needed to synthesize it. The reactants are: C1C=C(Cl)C=C(C(OO)=[O:9])C=1.[CH:12]1([NH:15][C:16]([C:18]2[CH:19]=[C:20]([F:39])[C:21]([CH3:38])=[C:22]([C:24]3[N:29]=[CH:28][C:27]([C:30]([NH:32][CH:33]([CH2:36][CH3:37])[CH2:34][CH3:35])=[O:31])=[CH:26][CH:25]=3)[CH:23]=2)=[O:17])[CH2:14][CH2:13]1. (5) Given the product [CH3:9][N:10]([CH3:11])[C:5]1[CH:4]=[CH:3][C:2]([Br:1])=[CH:7][N:6]=1, predict the reactants needed to synthesize it. The reactants are: [Br:1][C:2]1[CH:3]=[CH:4][C:5](F)=[N:6][CH:7]=1.[CH3:9][NH:10][CH3:11].O. (6) The reactants are: [C:1]([O:5][C:6]([NH:8][C@H:9]([CH2:13][C:14]1[CH:19]=[CH:18][C:17]([C:20]2[CH:25]=[CH:24][C:23]([F:26])=[C:22]([Cl:27])[CH:21]=2)=[CH:16][CH:15]=1)[C:10](O)=[O:11])=[O:7])([CH3:4])([CH3:3])[CH3:2]. Given the product [C:1]([O:5][C:6](=[O:7])[NH:8][C@@H:9]([CH2:10][OH:11])[CH2:13][C:14]1[CH:19]=[CH:18][C:17]([C:20]2[CH:25]=[CH:24][C:23]([F:26])=[C:22]([Cl:27])[CH:21]=2)=[CH:16][CH:15]=1)([CH3:2])([CH3:4])[CH3:3], predict the reactants needed to synthesize it. (7) Given the product [CH3:1][O:2][C:3]1[CH:18]=[CH:17][CH:16]=[CH:15][C:4]=1[C:5](=[N:20][NH2:21])[C:7]1[CH:12]=[CH:11][CH:10]=[CH:9][C:8]=1[O:13][CH3:14], predict the reactants needed to synthesize it. The reactants are: [CH3:1][O:2][C:3]1[CH:18]=[CH:17][CH:16]=[CH:15][C:4]=1[C:5]([C:7]1[CH:12]=[CH:11][CH:10]=[CH:9][C:8]=1[O:13][CH3:14])=O.O.[NH2:20][NH2:21].O. (8) Given the product [F:30][C:31]1([F:39])[CH2:36][CH2:35][CH:34]([CH2:37][CH:6]([C:7]2[CH:20]=[CH:19][C:18]3[S:17](=[O:22])(=[O:21])[C:16]4[C:11](=[CH:12][CH:13]=[CH:14][CH:15]=4)[NH:10][C:9]=3[CH:8]=2)[C:4]([NH:60][C:57]2[CH:58]=[CH:59][N:55]([CH3:54])[N:56]=2)=[O:3])[CH2:33][CH2:32]1, predict the reactants needed to synthesize it. The reactants are: C([O:3][C:4]([CH2:6][C:7]1[CH:20]=[CH:19][C:18]2[S:17](=[O:22])(=[O:21])[C:16]3[C:11](=[CH:12][CH:13]=[CH:14][CH:15]=3)[N:10](C(OC(C)(C)C)=O)[C:9]=2[CH:8]=1)=O)C.[F:30][C:31]1([F:39])[CH2:36][CH2:35][CH:34]([CH2:37]I)[CH2:33][CH2:32]1.FC1(F)CCC(C(OCC)=O)CC1.[I-].[CH3:54][N:55]1[CH:59]=[CH:58][C:57]([NH2:60])=[N:56]1. (9) Given the product [CH3:12][O:11][C:9]([C@:8]([NH:14][C:26](=[O:27])[O:37][CH2:38][C:39]1[CH:44]=[CH:43][N:42]=[CH:41][CH:40]=1)([CH3:13])[CH2:7][C:6]1[CH:5]=[CH:4][C:3]([OH:2])=[CH:16][CH:15]=1)=[O:10], predict the reactants needed to synthesize it. The reactants are: Cl.[OH:2][C:3]1[CH:16]=[CH:15][C:6]([CH2:7][C@@:8]([NH2:14])([CH3:13])[C:9]([O:11][CH3:12])=[O:10])=[CH:5][CH:4]=1.CCN(C(C)C)C(C)C.[C:26](=O)([O:37][CH2:38][C:39]1[CH:44]=[CH:43][N:42]=[CH:41][CH:40]=1)[O:27]C1C=CC([N+]([O-])=O)=CC=1. (10) Given the product [Br:1][C:2]1[CH:18]=[CH:17][C:5]2[NH:6][C:7]([C:9]3([C:15]#[N:16])[CH2:14][CH2:13][N:12]([C:20]4[C:21]5[CH:28]=[CH:27][NH:26][C:22]=5[N:23]=[CH:24][N:25]=4)[CH2:11][CH2:10]3)=[N:8][C:4]=2[CH:3]=1, predict the reactants needed to synthesize it. The reactants are: [Br:1][C:2]1[CH:18]=[CH:17][C:5]2[NH:6][C:7]([C:9]3([C:15]#[N:16])[CH2:14][CH2:13][NH:12][CH2:11][CH2:10]3)=[N:8][C:4]=2[CH:3]=1.Cl[C:20]1[C:21]2[CH:28]=[CH:27][NH:26][C:22]=2[N:23]=[CH:24][N:25]=1.C(N(CC)CC)C.